This data is from Full USPTO retrosynthesis dataset with 1.9M reactions from patents (1976-2016). The task is: Predict the reactants needed to synthesize the given product. (1) Given the product [F:10][C:11]1[CH:12]=[C:13]([CH:14]=[C:15]([F:17])[CH:16]=1)[O:9][CH2:7][N:2]1[CH2:6][CH2:5][CH2:4][CH2:3]1, predict the reactants needed to synthesize it. The reactants are: Cl.[N:2]1([CH:7]([OH:9])C)[CH2:6][CH2:5][CH2:4][CH2:3]1.[F:10][C:11]1[CH:12]=[C:13](O)[CH:14]=[C:15]([F:17])[CH:16]=1.C(=O)([O-])[O-].[Cs+].[Cs+].[I-].[Na+]. (2) Given the product [NH3:7].[Br:44][C:11]1[N:10]2[CH:27]=[CH:28][N:29]=[C:9]2[C:8]([NH:7][C:30]2[CH:35]=[CH:34][C:33]([N:36]3[CH2:41][CH2:40][N:39]([CH3:42])[CH2:38][CH2:37]3)=[C:53]([Cl:55])[CH:31]=2)=[N:13][CH:12]=1, predict the reactants needed to synthesize it. The reactants are: C(OC(=O)[N:7]([C:30]1[CH:35]=[CH:34][C:33]([N:36]2[CH2:41][CH2:40][N:39]([CH3:42])[CH2:38][CH2:37]2)=C[CH:31]=1)[C:8]1[C:9]2[N:10]([CH:27]=[CH:28][N:29]=2)[C:11]([Sn](CCCC)(CCCC)CCCC)=[CH:12][N:13]=1)(C)(C)C.[Br:44]C1OC(C(N)=O)=CC=1.[CH2:53]([Cl:55])Cl. (3) Given the product [Cl:1][C:2]1[CH:10]=[CH:9][C:5]([C:6]([Cl:13])=[O:7])=[CH:4][CH:3]=1, predict the reactants needed to synthesize it. The reactants are: [Cl:1][C:2]1[CH:10]=[CH:9][C:5]([C:6](O)=[O:7])=[CH:4][CH:3]=1.S(Cl)([Cl:13])=O. (4) The reactants are: N([C:8]([O:10][CH2:11][CH3:12])=O)=N[C:8]([O:10][CH2:11][CH3:12])=O.[CH:13]1([OH:17])[CH2:16][CH2:15][CH2:14]1.[N+:18]([C:21]1[CH:29]=[CH:28][C:24]([C:25]([OH:27])=O)=[CH:23][CH:22]=1)([O-:20])=[O:19].[C:30]1(P([C:30]2[CH:35]=[CH:34]C=[CH:32][CH:31]=2)[C:30]2[CH:35]=[CH:34]C=[CH:32][CH:31]=2)[CH:35]=[CH:34]C=[CH:32][CH:31]=1. Given the product [N+:18]([C:21]1[CH:22]=[CH:23][C:24]([C:25]([O:17][C@H:13]2[CH2:16][C@H:15]([CH2:8][O:10][CH2:11][C:12]3[CH:34]=[CH:35][CH:30]=[CH:31][CH:32]=3)[CH2:14]2)=[O:27])=[CH:28][CH:29]=1)([O-:20])=[O:19], predict the reactants needed to synthesize it. (5) The reactants are: [C:1]([O:5][C:6]([N:8]1[CH2:13][CH2:12][C:11]2[N:14]([CH2:25][CH2:26][O:27][CH:28]3[CH2:33][CH2:32][CH2:31][CH2:30][O:29]3)[C:15]([C:17]3[C:22](I)=[CH:21][N:20]=[C:19]([NH2:24])[N:18]=3)=[CH:16][C:10]=2[C:9]1=[O:34])=[O:7])([CH3:4])([CH3:3])[CH3:2].[Cl:35][C:36]1[CH:41]=[CH:40][C:39]([NH:42][C:43](=[O:53])[CH2:44][C:45]2[CH:50]=[CH:49][CH:48]=[C:47]([C:51]#[CH:52])[CH:46]=2)=[CH:38][C:37]=1[C:54]([F:57])([F:56])[F:55]. Given the product [C:1]([O:5][C:6]([N:8]1[CH2:13][CH2:12][C:11]2[N:14]([CH2:25][CH2:26][O:27][CH:28]3[CH2:33][CH2:32][CH2:31][CH2:30][O:29]3)[C:15]([C:17]3[C:22]([C:52]#[C:51][C:47]4[CH:48]=[CH:49][CH:50]=[C:45]([CH2:44][C:43](=[O:53])[NH:42][C:39]5[CH:40]=[CH:41][C:36]([Cl:35])=[C:37]([C:54]([F:57])([F:55])[F:56])[CH:38]=5)[CH:46]=4)=[CH:21][N:20]=[C:19]([NH2:24])[N:18]=3)=[CH:16][C:10]=2[C:9]1=[O:34])=[O:7])([CH3:4])([CH3:3])[CH3:2], predict the reactants needed to synthesize it. (6) Given the product [Cl:1][C:2]1[CH:20]=[CH:19][C:5]2[C:6]3[C:12]([CH2:13][S:14]([CH2:15][C:16]([NH2:18])=[O:17])=[O:21])=[CH:11][CH:10]=[CH:9][C:7]=3[O:8][C:4]=2[CH:3]=1, predict the reactants needed to synthesize it. The reactants are: [Cl:1][C:2]1[CH:20]=[CH:19][C:5]2[C:6]3[C:12]([CH2:13][S:14][CH2:15][C:16]([NH2:18])=[O:17])=[CH:11][CH:10]=[CH:9][C:7]=3[O:8][C:4]=2[CH:3]=1.[OH:21]O. (7) The reactants are: [F:1][C@@H:2]1[C@@H:6]([CH2:7][OH:8])[O:5][C@@H:4]([N:9]2[CH:14]=[CH:13][C:12](=[O:15])[NH:11][C:10]2=[O:16])[C@@:3]1([OH:18])[CH3:17].C([Mg]Cl)(C)(C)C.[C:25]1([O:35][P:36]([NH:48][C@@H:49]([CH3:58])[C:50]([O:52][CH2:53][C:54]([CH3:57])([CH3:56])[CH3:55])=[O:51])(OC2C=CC([N+]([O-])=O)=CC=2)=[O:37])[C:34]2[C:29](=[CH:30][CH:31]=[CH:32][CH:33]=2)[CH:28]=[CH:27][CH:26]=1. Given the product [O:16]=[C:10]1[NH:11][C:12](=[O:15])[CH:13]=[CH:14][N:9]1[C@@H:4]1[O:5][C@H:6]([CH2:7][O:8][C:26]2[CH:27]=[CH:28][C:29]3[C:34](=[CH:33][CH:32]=[CH:31][CH:30]=3)[C:25]=2[O:35][P:36](=[N:48][C@@H:49]([CH3:58])[C:50]([O:52][CH2:53][C:54]([CH3:57])([CH3:56])[CH3:55])=[O:51])=[O:37])[C@@H:2]([F:1])[C@:3]1([OH:18])[CH3:17], predict the reactants needed to synthesize it. (8) Given the product [O:24]=[CH:16][CH2:17][CH2:18][CH2:19][CH2:20][C:21]([OH:23])=[O:22], predict the reactants needed to synthesize it. The reactants are: [N+](=C)=[N-].C1(C2C=CC=CC=2)C=CC=CC=1.[C:16](O)(=[O:24])[CH2:17][CH2:18][CH2:19][CH2:20][C:21]([OH:23])=[O:22]. (9) Given the product [O-:7][C:1]1[CH:6]=[CH:5][CH:4]=[CH:3][CH:2]=1.[Na+:9].[Cl:15][C:16]1[C:17]([NH2:25])=[N:18][CH:19]=[C:20]([Cl:24])[C:21]=1[CH2:22][O:7][C:1]1[CH:6]=[CH:5][CH:4]=[CH:3][CH:2]=1, predict the reactants needed to synthesize it. The reactants are: [C:1]1([OH:7])[CH:6]=[CH:5][CH:4]=[CH:3][CH:2]=1.[H-].[Na+:9].CN(C=O)C.[Cl:15][C:16]1[C:17]([NH2:25])=[N:18][CH:19]=[C:20]([Cl:24])[C:21]=1[CH2:22]Cl.